From a dataset of Forward reaction prediction with 1.9M reactions from USPTO patents (1976-2016). Predict the product of the given reaction. (1) Given the reactants [CH3:1][N:2]1[C:6]2[CH:7]=[CH:8][CH:9]=[CH:10][C:5]=2[N:4]=[C:3]1[CH2:11][N:12]([CH2:30]C=O)[C:13](=[O:29])[O:14][CH2:15][CH:16]1[C:28]2[CH:27]=[CH:26][CH:25]=[CH:24][C:23]=2[C:22]2[C:17]1=[CH:18][CH:19]=[CH:20][CH:21]=2.[BH3-][C:34]#[N:35].[Na+].[C:37]([OH:40])(=[O:39])[CH3:38], predict the reaction product. The product is: [CH:18]1[C:17]2[CH:16]([CH2:15][O:14][C:13]([N:12]([CH2:11][C:3]3[N:2]([CH3:1])[C:6]4[CH:7]=[CH:8][CH:9]=[CH:10][C:5]=4[N:4]=3)[CH2:30][CH2:34][NH:35][C@@H:38]([C@@H:5]([CH3:10])[CH2:6][CH3:7])[C:37]([O:40][C:16]([CH3:28])([CH3:17])[CH3:15])=[O:39])=[O:29])[C:28]3[C:23](=[CH:24][CH:25]=[CH:26][CH:27]=3)[C:22]=2[CH:21]=[CH:20][CH:19]=1. (2) The product is: [CH3:19][C@@H:17]1[CH2:18][N:13]([C:5]2[C:6]([CH:8]3[O:12][CH2:11][CH2:10][O:9]3)=[CH:7][C:2]([CH:33]=[O:34])=[C:3]([F:22])[C:4]=2[F:21])[CH2:14][C@H:15]([CH3:20])[O:16]1. Given the reactants Br[C:2]1[CH:7]=[C:6]([CH:8]2[O:12][CH2:11][CH2:10][O:9]2)[C:5]([N:13]2[CH2:18][C@H:17]([CH3:19])[O:16][C@H:15]([CH3:20])[CH2:14]2)=[C:4]([F:21])[C:3]=1[F:22].CN(C)CCN(C)C.CN(C)[CH:33]=[O:34], predict the reaction product. (3) Given the reactants [CH3:1][O:2][C:3]1[C:8]([O:9][CH3:10])=[CH:7][CH:6]=[CH:5][C:4]=1[OH:11].Cl[C:13]1[C:18]([N+:19]([O-:21])=[O:20])=[CH:17][CH:16]=[CH:15][C:14]=1[CH3:22].[CH3:23][O:24][C:25]1[C:39]([O:40][CH3:41])=[CH:38][CH:37]=[CH:36][C:26]=1[O:27][C:28]1[C:34]([CH3:35])=[CH:33][CH:32]=[CH:31][C:29]=1[NH2:30].[NH2:42][C:43]1[S:44][CH:45]=[CH:46][N:47]=1, predict the reaction product. The product is: [CH3:1][O:2][C:3]1[C:8]([O:9][CH3:10])=[CH:7][CH:6]=[CH:5][C:4]=1[O:11][C:13]1[C:18]([N+:19]([O-:21])=[O:20])=[CH:17][CH:16]=[CH:15][C:14]=1[CH3:22].[CH3:23][O:24][C:25]1[C:39]([O:40][CH3:41])=[CH:38][CH:37]=[CH:36][C:26]=1[O:27][C:28]1[C:34]([CH3:35])=[CH:33][CH:32]=[CH:31][C:29]=1[NH:30][C:4]([NH:42][C:43]1[S:44][CH:45]=[CH:46][N:47]=1)=[O:11]. (4) Given the reactants [C:1]([NH:4][C:5]1[CH:6]=[C:7]2[C:12](=[CH:13][CH:14]=1)[O:11][CH:10]([CH2:15][C:16]([O:18]CC)=[O:17])[CH2:9][CH2:8]2)(=[O:3])[CH3:2].[OH-].[Na+], predict the reaction product. The product is: [C:1]([NH:4][C:5]1[CH:6]=[C:7]2[C:12](=[CH:13][CH:14]=1)[O:11][CH:10]([CH2:15][C:16]([OH:18])=[O:17])[CH2:9][CH2:8]2)(=[O:3])[CH3:2]. (5) Given the reactants [CH3:1][O:2][C:3]1[CH:8]=[CH:7][CH:6]=[CH:5][C:4]=1[C:9]1[C:17]2[C:12](=[N:13][CH:14]=[C:15](B3OC(C)(C)C(C)(C)O3)[CH:16]=2)[N:11]([CH2:27][O:28][CH2:29][CH2:30][Si:31]([CH3:34])([CH3:33])[CH3:32])[N:10]=1.Br[C:36]1[CH:37]=[C:38]([CH:42]([NH:46][C:47]([O:49][C:50]([CH3:53])([CH3:52])[CH3:51])=[O:48])[C:43]([OH:45])=[O:44])[CH:39]=[CH:40][CH:41]=1.C(=O)([O-])[O-].[Na+].[Na+].Cl, predict the reaction product. The product is: [C:50]([O:49][C:47]([NH:46][CH:42]([C:38]1[CH:39]=[CH:40][CH:41]=[C:36]([C:15]2[CH:16]=[C:17]3[C:9]([C:4]4[CH:5]=[CH:6][CH:7]=[CH:8][C:3]=4[O:2][CH3:1])=[N:10][N:11]([CH2:27][O:28][CH2:29][CH2:30][Si:31]([CH3:33])([CH3:34])[CH3:32])[C:12]3=[N:13][CH:14]=2)[CH:37]=1)[C:43]([OH:45])=[O:44])=[O:48])([CH3:53])([CH3:51])[CH3:52].